Dataset: Forward reaction prediction with 1.9M reactions from USPTO patents (1976-2016). Task: Predict the product of the given reaction. (1) Given the reactants CS(O[CH2:6][CH2:7][CH2:8][CH2:9][N:10]([CH:37]=[O:38])[C:11]1[CH:12]=[N:13][N:14]([CH3:36])[C:15]=1[NH:16][C:17]([C:30]1[CH:35]=[CH:34][CH:33]=[CH:32][CH:31]=1)([C:24]1[CH:29]=[CH:28][CH:27]=[CH:26][CH:25]=1)[C:18]1[CH:23]=[CH:22][CH:21]=[CH:20][CH:19]=1)(=O)=O.[N-:39]=[N+:40]=[N-:41].[Na+].O, predict the reaction product. The product is: [N:39]([CH2:6][CH2:7][CH2:8][CH2:9][N:10]([C:11]1[CH:12]=[N:13][N:14]([CH3:36])[C:15]=1[NH:16][C:17]([C:30]1[CH:35]=[CH:34][CH:33]=[CH:32][CH:31]=1)([C:24]1[CH:29]=[CH:28][CH:27]=[CH:26][CH:25]=1)[C:18]1[CH:23]=[CH:22][CH:21]=[CH:20][CH:19]=1)[CH:37]=[O:38])=[N+:40]=[N-:41]. (2) Given the reactants [H-].[H-].[H-].[H-].[Li+].[Al+3].[CH:7]1[C:19]2[CH:18]([CH2:20][C:21]#[N:22])[C:17]3[C:12](=[CH:13][CH:14]=[CH:15][CH:16]=3)[C:11]=2[CH:10]=[CH:9][CH:8]=1.[Na].C(C(C(C([O-])=O)O)O)([O-])=O.[K+].[K+], predict the reaction product. The product is: [CH:7]1[C:19]2[CH:18]([CH2:20][CH2:21][NH2:22])[C:17]3[C:12](=[CH:13][CH:14]=[CH:15][CH:16]=3)[C:11]=2[CH:10]=[CH:9][CH:8]=1. (3) Given the reactants [C:1]([O:5][C:6](=[O:36])[NH:7][C:8]1([C:12]2[CH:17]=[CH:16][C:15]([C:18]3[C:27]([C:28]4[CH:33]=[CH:32][CH:31]=[CH:30][CH:29]=4)=[CH:26][C:25]4[C:24](=[N:34][NH2:35])[NH:23][CH2:22][CH2:21][C:20]=4[N:19]=3)=[CH:14][CH:13]=2)[CH2:11][CH2:10][CH2:9]1)([CH3:4])([CH3:3])[CH3:2].CCN=C=NCCCN(C)C.C1C=CC2N(O)N=NC=2C=1.O.[CH3:59][N:60]1[CH:64]=[C:63]([C:65](O)=O)[N:62]=[CH:61]1, predict the reaction product. The product is: [C:1]([O:5][C:6](=[O:36])[NH:7][C:8]1([C:12]2[CH:13]=[CH:14][C:15]([C:18]3[C:27]([C:28]4[CH:29]=[CH:30][CH:31]=[CH:32][CH:33]=4)=[CH:26][C:25]4[C:24]5=[N:34][N:35]=[C:65]([C:63]6[N:62]=[CH:61][N:60]([CH3:59])[CH:64]=6)[N:23]5[CH2:22][CH2:21][C:20]=4[N:19]=3)=[CH:16][CH:17]=2)[CH2:11][CH2:10][CH2:9]1)([CH3:4])([CH3:2])[CH3:3]. (4) Given the reactants [Br:1][C:2]1[CH:11]=[CH:10][CH:9]=[C:8]2[C:3]=1C[CH2:5][CH2:6][N:7]2[C:12](=[O:25])[CH2:13][CH2:14][CH2:15][O:16][C:17]1[CH:22]=[CH:21][CH:20]=[C:19]([CH3:23])[C:18]=1[CH3:24].BrC1C2[O:33]CCNC=2C=CC=1, predict the reaction product. The product is: [Br:1][C:2]1[C:3]2[O:33][CH2:5][CH2:6][N:7]([C:12](=[O:25])[CH2:13][CH2:14][CH2:15][O:16][C:17]3[CH:22]=[CH:21][CH:20]=[C:19]([CH3:23])[C:18]=3[CH3:24])[C:8]=2[CH:9]=[CH:10][CH:11]=1. (5) Given the reactants [CH3:1][N:2]1[CH2:15][CH2:14][C:5]2[NH:6][C:7]3[CH:8]=[CH:9][C:10]([CH3:13])=[CH:11][C:12]=3[C:4]=2[CH2:3]1.[OH-].[K+].Br[CH2:19][CH2:20][C:21]1[CH:26]=[CH:25][C:24]([O:27][C:28]([CH3:31])([CH3:30])[CH3:29])=[CH:23][CH:22]=1, predict the reaction product. The product is: [C:28]([O:27][C:24]1[CH:23]=[CH:22][C:21]([CH2:20][CH2:19][N:6]2[C:7]3[CH:8]=[CH:9][C:10]([CH3:13])=[CH:11][C:12]=3[C:4]3[CH2:3][N:2]([CH3:1])[CH2:15][CH2:14][C:5]2=3)=[CH:26][CH:25]=1)([CH3:30])([CH3:29])[CH3:31]. (6) Given the reactants [CH3:1][O:2][C:3](=[O:13])[C:4]1[CH:9]=[CH:8][C:7]([NH:10][CH3:11])=[C:6]([NH2:12])[CH:5]=1.[NH2:14][C:15]1[S:16][C:17]2[CH:23]=[C:22]([F:24])[C:21]([F:25])=[CH:20][C:18]=2[N:19]=1.[C:26](N1C=CN=C1)(N1C=CN=C1)=S, predict the reaction product. The product is: [CH3:1][O:2][C:3]([C:4]1[CH:9]=[CH:8][C:7]2[N:10]([CH3:26])[C:11]([NH:14][C:15]3[S:16][C:17]4[CH:23]=[C:22]([F:24])[C:21]([F:25])=[CH:20][C:18]=4[N:19]=3)=[N:12][C:6]=2[CH:5]=1)=[O:13].